From a dataset of Forward reaction prediction with 1.9M reactions from USPTO patents (1976-2016). Predict the product of the given reaction. (1) Given the reactants [CH3:1][O:2][C:3](=[O:18])[CH:4]([C:11]([O:13][C:14]([CH3:17])([CH3:16])[CH3:15])=[O:12])P(OC)(OC)=O.C1CCN2C(=NCCC2)CC1.[CH3:30][C:31]1([CH3:42])[O:35][C:34]2[CH:36]=[CH:37][C:38]([CH:40]=O)=[CH:39][C:33]=2[O:32]1, predict the reaction product. The product is: [CH3:1][O:2][C:3](=[O:18])/[C:4](/[C:11]([O:13][C:14]([CH3:15])([CH3:16])[CH3:17])=[O:12])=[CH:40]/[C:38]1[CH:37]=[CH:36][C:34]2[O:35][C:31]([CH3:42])([CH3:30])[O:32][C:33]=2[CH:39]=1. (2) Given the reactants [C:1]([O:5][C:6]([N:8]1[CH2:13][CH2:12][CH:11]([OH:14])[CH2:10][CH2:9]1)=[O:7])([CH3:4])([CH3:3])[CH3:2].[N+:15]([C:18]1[CH:23]=[CH:22][CH:21]=[CH:20][C:19]=1[S:24](Cl)(=[O:26])=[O:25])([O-:17])=[O:16].C(N(CC)CC)C, predict the reaction product. The product is: [N+:15]([C:18]1[CH:23]=[CH:22][CH:21]=[CH:20][C:19]=1[S:24]([O:14][CH:11]1[CH2:12][CH2:13][N:8]([C:6]([O:5][C:1]([CH3:4])([CH3:2])[CH3:3])=[O:7])[CH2:9][CH2:10]1)(=[O:26])=[O:25])([O-:17])=[O:16]. (3) Given the reactants [O:1]=[C:2]([NH:8][C:9]1[CH:18]=[CH:17][C:16]2[C:11](=[CH:12][CH:13]=[CH:14][CH:15]=2)[N:10]=1)[C:3]([O:5]CC)=O.[NH2:19][CH2:20][CH2:21][O:22][CH:23]1[CH2:28][CH2:27][CH:26]([NH:29][C:30]2[CH:35]=[CH:34][C:33]([N+:36]([O-:38])=[O:37])=[C:32]([C:39]([F:42])([F:41])[F:40])[CH:31]=2)[CH2:25][CH2:24]1, predict the reaction product. The product is: [N+:36]([C:33]1[CH:34]=[CH:35][C:30]([NH:29][CH:26]2[CH2:25][CH2:24][CH:23]([O:22][CH2:21][CH2:20][NH:19][C:3](=[O:5])[C:2]([NH:8][C:9]3[CH:18]=[CH:17][C:16]4[C:11](=[CH:12][CH:13]=[CH:14][CH:15]=4)[N:10]=3)=[O:1])[CH2:28][CH2:27]2)=[CH:31][C:32]=1[C:39]([F:40])([F:41])[F:42])([O-:38])=[O:37]. (4) Given the reactants [NH:1]1[C:9]2[CH:8]=[CH:7][N:6]=[CH:5][C:4]=2[CH:3]=[C:2]1[C:10]([OH:12])=O.Cl.[CH2:14]([O:21][C:22]1[CH:27]=[CH:26][C:25]([CH2:28][CH2:29][NH2:30])=[CH:24][CH:23]=1)[C:15]1[CH:20]=[CH:19][CH:18]=[CH:17][CH:16]=1.CN(C(ON1N=NC2C=CC=NC1=2)=[N+](C)C)C.F[P-](F)(F)(F)(F)F.CCN(C(C)C)C(C)C, predict the reaction product. The product is: [CH2:14]([O:21][C:22]1[CH:23]=[CH:24][C:25]([CH2:28][CH2:29][NH:30][C:10]([C:2]2[NH:1][C:9]3[CH:8]=[CH:7][N:6]=[CH:5][C:4]=3[CH:3]=2)=[O:12])=[CH:26][CH:27]=1)[C:15]1[CH:16]=[CH:17][CH:18]=[CH:19][CH:20]=1. (5) Given the reactants [C:1]([C:5]1[CH:13]=[CH:12][C:8]([C:9]([OH:11])=[O:10])=[C:7](Br)[CH:6]=1)([CH3:4])([CH3:3])[CH3:2].[F:15][C:16]1[CH:21]=[CH:20][C:19]([OH:22])=[CH:18][CH:17]=1.C(=O)([O-])[O-].[Cs+].[Cs+].C1(C(O)=O)C2C(=CC=CC=2)C=CC=1, predict the reaction product. The product is: [F:15][C:16]1[CH:21]=[CH:20][C:19]([O:22][C:7]2[CH:6]=[C:5]([C:1]([CH3:4])([CH3:3])[CH3:2])[CH:13]=[CH:12][C:8]=2[C:9]([OH:11])=[O:10])=[CH:18][CH:17]=1. (6) Given the reactants [CH2:1]([O:3][C:4]([C:6]1[C:7]2[C:15]([I:16])=[N:14][NH:13][C:8]=2[N:9]=[C:10]([Cl:12])[CH:11]=1)=[O:5])[CH3:2].O.C1(C)C=CC(S(O)(=O)=O)=CC=1.[O:29]1[CH:34]=[CH:33][CH2:32][CH2:31][CH2:30]1, predict the reaction product. The product is: [CH2:1]([O:3][C:4]([C:6]1[C:7]2[C:15]([I:16])=[N:14][N:13]([CH:30]3[CH2:31][CH2:32][CH2:33][CH2:34][O:29]3)[C:8]=2[N:9]=[C:10]([Cl:12])[CH:11]=1)=[O:5])[CH3:2].